This data is from Reaction yield outcomes from USPTO patents with 853,638 reactions. The task is: Predict the reaction yield, written as a fraction of the theoretical maximum amount of product (1.0 means a 100% yield; for example, 0.34 means a 34% yield). The reactants are [CH2:1]([N:8]1[C:16](=[O:17])[C:15]2[CH:14]=[CH:13][N:12]=[CH:11][C:10]=2[C:9]1=[O:18])[C:2]1[CH:7]=[CH:6][CH:5]=[CH:4][CH:3]=1.O. The catalyst is COCCO.[Pd]. The product is [CH2:1]([N:8]1[C:16](=[O:17])[CH:15]2[CH:10]([CH2:11][NH:12][CH2:13][CH2:14]2)[C:9]1=[O:18])[C:2]1[CH:3]=[CH:4][CH:5]=[CH:6][CH:7]=1. The yield is 0.600.